The task is: Predict the reactants needed to synthesize the given product.. This data is from Full USPTO retrosynthesis dataset with 1.9M reactions from patents (1976-2016). (1) Given the product [CH3:36][O:35][C:33](=[O:34])[C:32]1[CH:37]=[CH:38][C:29]([CH2:28][O:24][C:21]2[CH:20]=[CH:19][C:18]([C:17]3[O:16][N:15]=[C:14]([CH3:25])[C:13]=3[NH:12][C:11]([O:10][C@@H:8]([C:3]3[CH:4]=[CH:5][CH:6]=[CH:7][C:2]=3[F:1])[CH3:9])=[O:26])=[CH:23][CH:22]=2)=[CH:30][CH:31]=1, predict the reactants needed to synthesize it. The reactants are: [F:1][C:2]1[CH:7]=[CH:6][CH:5]=[CH:4][C:3]=1[C@H:8]([O:10][C:11](=[O:26])[NH:12][C:13]1[C:14]([CH3:25])=[N:15][O:16][C:17]=1[C:18]1[CH:23]=[CH:22][C:21]([OH:24])=[CH:20][CH:19]=1)[CH3:9].Br[CH2:28][C:29]1[CH:38]=[CH:37][C:32]([C:33]([O:35][CH3:36])=[O:34])=[CH:31][CH:30]=1. (2) Given the product [Cl:19][C:20]1[CH:25]=[C:24]([C:2]2[CH:3]=[C:4]3[C:9](=[CH:10][CH:11]=2)[N:8]=[CH:7][N:6]=[C:5]3[NH:12][C:13]2[CH:18]=[CH:17][N:16]=[CH:15][CH:14]=2)[CH:23]=[CH:22][CH:21]=1, predict the reactants needed to synthesize it. The reactants are: I[C:2]1[CH:3]=[C:4]2[C:9](=[CH:10][CH:11]=1)[N:8]=[CH:7][N:6]=[C:5]2[NH:12][C:13]1[CH:18]=[CH:17][N:16]=[CH:15][CH:14]=1.[Cl:19][C:20]1[CH:21]=[C:22](B(O)O)[CH:23]=[CH:24][CH:25]=1.C1OCCOC1.[O-]P([O-])([O-])=O.[K+].[K+].[K+]. (3) Given the product [Br:22][CH2:19][CH:11]1[CH2:12][C:13]2[C:18](=[CH:17][CH:16]=[CH:15][CH:14]=2)[CH:9]([C:4]2[CH:5]=[CH:6][C:7]([Cl:8])=[C:2]([Cl:1])[CH:3]=2)[CH2:10]1, predict the reactants needed to synthesize it. The reactants are: [Cl:1][C:2]1[CH:3]=[C:4]([CH:9]2[C:18]3[C:13](=[CH:14][CH:15]=[CH:16][CH:17]=3)[CH2:12][CH:11]([CH2:19]O)[CH2:10]2)[CH:5]=[CH:6][C:7]=1[Cl:8].C(Br)(Br)(Br)[Br:22].C1C=CC(P(C2C=CC=CC=2)C2C=CC=CC=2)=CC=1.O. (4) Given the product [C:8]([O:7][C:1]([CH2:36][NH:35][CH2:34][C:30]1[CH:29]=[C:28]([C:25]2[CH:26]=[CH:27][C:22]([CH2:21][CH:16]([O:15][CH2:13][CH3:14])[C:17]([O:19][CH3:20])=[O:18])=[CH:23][CH:24]=2)[CH:33]=[CH:32][CH:31]=1)=[O:12])([CH3:9])([CH3:10])[CH3:11], predict the reactants needed to synthesize it. The reactants are: [C:1](=[O:12])([O:7][C:8]([CH3:11])([CH3:10])[CH3:9])OC(C)(C)C.[CH2:13]([O:15][CH:16]([CH2:21][C:22]1[CH:27]=[CH:26][C:25]([C:28]2[CH:33]=[CH:32][CH:31]=[C:30]([CH2:34][NH:35][CH3:36])[CH:29]=2)=[CH:24][CH:23]=1)[C:17]([O:19][CH3:20])=[O:18])[CH3:14].C(N(CC)CC)C.